This data is from Reaction yield outcomes from USPTO patents with 853,638 reactions. The task is: Predict the reaction yield, written as a fraction of the theoretical maximum amount of product (1.0 means a 100% yield; for example, 0.34 means a 34% yield). (1) The reactants are N[C:2]1[CH:3]=[C:4]([CH:8]=[CH:9][C:10]=1[C:11]([O:13][CH3:14])=[O:12])[C:5]([OH:7])=[O:6].N([O-])=[O:16].[Na+].S(=O)(=O)(O)O. The catalyst is Cl.C(O)(=O)C. The product is [OH:16][C:2]1[CH:3]=[C:4]([CH:8]=[CH:9][C:10]=1[C:11]([O:13][CH3:14])=[O:12])[C:5]([OH:7])=[O:6]. The yield is 0.530. (2) The reactants are [Cl-].[Br:2][C:3]1[CH:8]=[CH:7][N:6]2[N:9]=[C:10]([C:16]3[CH:21]=[CH:20][C:19]([O:22][CH3:23])=[CH:18][CH:17]=3)[C:11]([CH:12]=[N+](C)C)=[C:5]2[CH:4]=1.C(=O)(O)[O-:25].[K+]. The catalyst is CO. The product is [Br:2][C:3]1[CH:8]=[CH:7][N:6]2[N:9]=[C:10]([C:16]3[CH:21]=[CH:20][C:19]([O:22][CH3:23])=[CH:18][CH:17]=3)[C:11]([CH:12]=[O:25])=[C:5]2[CH:4]=1. The yield is 0.920. (3) The reactants are [CH:1]1[CH:2]=[CH:3][C:4]2[C:15](=O)[C:14]3[C:9](=[C:10]([OH:18])[CH:11]=[CH:12][C:13]=3[OH:17])[C:7](=O)[C:5]=2[CH:6]=1.[BH4-].[Na+].Cl. The catalyst is CO. The product is [C:13]1(=[O:17])[C:14]2[C:9](=[CH:7][C:5]3[C:4]([CH:15]=2)=[CH:3][CH:2]=[CH:1][CH:6]=3)[C:10](=[O:18])[CH:11]=[CH:12]1. The yield is 0.680. (4) The reactants are [Cl:1][C:2]1[CH:3]=[C:4]([C:10]2([C:26]([F:29])([F:28])[F:27])[O:14][N:13]=[C:12]([C:15]3[S:19][C:18]([C:20](O)=[O:21])=[C:17]4[CH2:23][CH2:24][CH2:25][C:16]=34)[CH2:11]2)[CH:5]=[C:6]([Cl:9])[C:7]=1[F:8].C(N(CC)C(C)C)(C)C.Cl.[NH2:40][CH2:41][C:42]([NH:44][CH2:45][C:46]#[CH:47])=[O:43].CN(C(ON1N=NC2C=CC=NC1=2)=[N+](C)C)C.F[P-](F)(F)(F)(F)F. The catalyst is C(Cl)Cl. The product is [Cl:1][C:2]1[CH:3]=[C:4]([C:10]2([C:26]([F:29])([F:28])[F:27])[O:14][N:13]=[C:12]([C:15]3[S:19][C:18]([C:20]([NH:40][CH2:41][C:42](=[O:43])[NH:44][CH2:45][C:46]#[CH:47])=[O:21])=[C:17]4[CH2:23][CH2:24][CH2:25][C:16]=34)[CH2:11]2)[CH:5]=[C:6]([Cl:9])[C:7]=1[F:8]. The yield is 0.884. (5) The reactants are [N:1]1([C:7]([C:9]2[CH:14]=[CH:13][CH:12]=[CH:11][C:10]=2[C:15]([F:18])([F:17])[F:16])=[O:8])[CH2:6][CH2:5][NH:4][CH2:3][CH2:2]1.[ClH:19]. The yield is 0.910. The product is [ClH:19].[N:1]1([C:7]([C:9]2[CH:14]=[CH:13][CH:12]=[CH:11][C:10]=2[C:15]([F:17])([F:16])[F:18])=[O:8])[CH2:6][CH2:5][NH:4][CH2:3][CH2:2]1. No catalyst specified.